Task: Predict the reaction yield, written as a fraction of the theoretical maximum amount of product (1.0 means a 100% yield; for example, 0.34 means a 34% yield).. Dataset: Reaction yield outcomes from USPTO patents with 853,638 reactions (1) The reactants are [I-].[CH3:2][S+](C)(C)=O.[H-].[Na+].[N:9]12[CH2:16][CH2:15][CH:12]([CH2:13][CH2:14]1)[C:11](=[O:17])[CH2:10]2.O. The catalyst is CS(C)=O. The product is [O:17]1[CH2:2][C:11]21[CH:12]1[CH2:15][CH2:16][N:9]([CH2:14][CH2:13]1)[CH2:10]2. The yield is 0.830. (2) The reactants are [F:1][C:2]1[CH:7]=[CH:6][C:5]([F:8])=[CH:4][C:3]=1[CH:9]1[CH2:13][CH2:12][CH2:11][N:10]1[C:14]1[CH:19]=[CH:18][N:17]2[N:20]=[CH:21][C:22](/[CH:23]=[CH:24]/[C:25]([OH:27])=O)=[C:16]2[N:15]=1.[C:28]([NH2:32])([CH3:31])([CH3:30])[CH3:29].CCN(C(C)C)C(C)C.CN(C(ON1N=NC2C=CC=NC1=2)=[N+](C)C)C.F[P-](F)(F)(F)(F)F. The catalyst is CN(C=O)C.CCOC(C)=O. The product is [C:28]([NH:32][C:25](=[O:27])/[CH:24]=[CH:23]/[C:22]1[CH:21]=[N:20][N:17]2[CH:18]=[CH:19][C:14]([N:10]3[CH2:11][CH2:12][CH2:13][CH:9]3[C:3]3[CH:4]=[C:5]([F:8])[CH:6]=[CH:7][C:2]=3[F:1])=[N:15][C:16]=12)([CH3:31])([CH3:30])[CH3:29]. The yield is 0.660. (3) The reactants are C([O:3][C:4](=[O:24])[C:5]1[CH:10]=[CH:9][C:8]([NH:11][C:12]([C:14]2[CH:15]=[CH:16][C:17]3[O:22][CH2:21][CH2:20][NH:19][C:18]=3[CH:23]=2)=[O:13])=[CH:7][CH:6]=1)C.[F:25][C:26]1[CH:27]=[C:28]([S:32](Cl)(=[O:34])=[O:33])[CH:29]=[CH:30][CH:31]=1. The catalyst is N1C=CC=CC=1. The product is [F:25][C:26]1[CH:27]=[C:28]([S:32]([N:19]2[C:18]3[CH:23]=[C:14]([C:12]([NH:11][C:8]4[CH:9]=[CH:10][C:5]([C:4]([OH:3])=[O:24])=[CH:6][CH:7]=4)=[O:13])[CH:15]=[CH:16][C:17]=3[O:22][CH2:21][CH2:20]2)(=[O:34])=[O:33])[CH:29]=[CH:30][CH:31]=1. The yield is 0.440. (4) The yield is 0.590. No catalyst specified. The product is [OH:4][CH2:3][C@@H:2]([NH:1][C:17]([O:16][CH2:15][CH2:14][O:13][C:11](=[O:12])[CH2:10][CH:9]([CH3:8])[CH3:27])=[O:18])[C:5]([OH:7])=[O:6]. The reactants are [NH2:1][C@@H:2]([C:5]([OH:7])=[O:6])[CH2:3][OH:4].[CH3:8][CH:9]([CH3:27])[CH2:10][C:11]([O:13][CH2:14][CH2:15][O:16][C:17](ON1C(=O)CCC1=O)=[O:18])=[O:12]. (5) The reactants are [CH3:1][O:2][C:3](=[O:31])[C@H:4]([CH2:21][C:22]1[CH:27]=[CH:26][C:25]([N+:28]([O-:30])=[O:29])=[CH:24][CH:23]=1)[NH:5][C:6]([C:8]1([CH2:13][CH2:14][CH2:15][CH2:16][S:17]([CH3:20])(=[O:19])=[O:18])[CH2:12][CH2:11][CH2:10][CH2:9]1)=O.C1COCC1.COC1C=CC(P2(SP(C3C=CC(OC)=CC=3)(=S)S2)=[S:46])=CC=1.C(=O)(O)[O-].[Na+]. The catalyst is C1(C)C=CC=CC=1. The product is [CH3:1][O:2][C:3](=[O:31])[C@H:4]([CH2:21][C:22]1[CH:27]=[CH:26][C:25]([N+:28]([O-:30])=[O:29])=[CH:24][CH:23]=1)[NH:5][C:6]([C:8]1([CH2:13][CH2:14][CH2:15][CH2:16][S:17]([CH3:20])(=[O:19])=[O:18])[CH2:12][CH2:11][CH2:10][CH2:9]1)=[S:46]. The yield is 0.440. (6) The reactants are C(=O)([O-])[O-].[Cs+].[Cs+].[NH2:7][C:8]1[CH:13]=[CH:12][C:11]([OH:14])=[CH:10][C:9]=1[N+:15]([O-:17])=[O:16].S(O[CH2:29][CH:30]1[CH2:35][CH2:34][N:33]([C:36]([O:38][C:39]([CH3:42])([CH3:41])[CH3:40])=[O:37])[CH2:32][CH2:31]1)(C1C=CC(C)=CC=1)(=O)=O. The catalyst is CC(N(C)C)=O. The product is [NH2:7][C:8]1[CH:13]=[CH:12][C:11]([O:14][CH2:29][CH:30]2[CH2:35][CH2:34][N:33]([C:36]([O:38][C:39]([CH3:40])([CH3:42])[CH3:41])=[O:37])[CH2:32][CH2:31]2)=[CH:10][C:9]=1[N+:15]([O-:17])=[O:16]. The yield is 0.540. (7) The product is [Br:1][C:7]1[CH:6]=[C:5]([CH2:3][CH3:4])[CH:10]=[CH:9][C:8]=1[OH:11]. The reactants are [Br:1]Br.[CH2:3]([C:5]1[CH:10]=[CH:9][C:8]([OH:11])=[CH:7][CH:6]=1)[CH3:4]. The yield is 0.980. The catalyst is C(Cl)Cl.